From a dataset of Peptide-MHC class I binding affinity with 185,985 pairs from IEDB/IMGT. Regression. Given a peptide amino acid sequence and an MHC pseudo amino acid sequence, predict their binding affinity value. This is MHC class I binding data. (1) The peptide sequence is SQFTCSLAV. The MHC is HLA-B15:03 with pseudo-sequence HLA-B15:03. The binding affinity (normalized) is 0.964. (2) The peptide sequence is AKSVFNSLY. The MHC is HLA-A29:02 with pseudo-sequence HLA-A29:02. The binding affinity (normalized) is 0.392. (3) The peptide sequence is RQEMASRGLW. The MHC is HLA-A26:01 with pseudo-sequence HLA-A26:01. The binding affinity (normalized) is 0. (4) The binding affinity (normalized) is 0. The peptide sequence is LFSTNSREL. The MHC is H-2-Kd with pseudo-sequence H-2-Kd. (5) The peptide sequence is DAYKFSCGL. The MHC is HLA-A02:02 with pseudo-sequence HLA-A02:02. The binding affinity (normalized) is 0.352. (6) The peptide sequence is DQYKDLCHMH. The MHC is HLA-A33:01 with pseudo-sequence HLA-A33:01. The binding affinity (normalized) is 0. (7) The peptide sequence is SRQFGFIVL. The MHC is Mamu-B08 with pseudo-sequence Mamu-B08. The binding affinity (normalized) is 0.745. (8) The peptide sequence is ELLSHVGQA. The MHC is HLA-B58:01 with pseudo-sequence HLA-B58:01. The binding affinity (normalized) is 0.0847. (9) The peptide sequence is KQYKFYNQI. The MHC is HLA-B08:01 with pseudo-sequence HLA-B08:01. The binding affinity (normalized) is 0.